This data is from Peptide-MHC class II binding affinity with 134,281 pairs from IEDB. The task is: Regression. Given a peptide amino acid sequence and an MHC pseudo amino acid sequence, predict their binding affinity value. This is MHC class II binding data. (1) The peptide sequence is MAVHQYTVALFLAVA. The MHC is DRB5_0101 with pseudo-sequence DRB5_0101. The binding affinity (normalized) is 0.345. (2) The peptide sequence is VWDKYGWLCKMHTGI. The MHC is H-2-IAd with pseudo-sequence H-2-IAd. The binding affinity (normalized) is 0.354.